From a dataset of Full USPTO retrosynthesis dataset with 1.9M reactions from patents (1976-2016). Predict the reactants needed to synthesize the given product. (1) Given the product [C:1]([O:5][C:6]([N:8]1[CH2:12][CH2:11][C@@:10]([C:13]([NH:53][C@H:52]([C:51]([N:50]([CH3:58])[C@@H:45]([C@@H:46]([CH3:49])[CH2:47][CH3:48])[C@H:44]([O:59][CH3:60])[CH2:43][C:42]([N:38]2[CH2:39][CH2:40][CH2:41][C@H:37]2[C@H:19]([O:18][CH3:17])[C@@H:20]([CH3:36])[C:21]([NH:23][C@H:24]([C:32]([O:34][CH3:35])=[O:33])[CH2:25][C:26]2[CH:27]=[CH:28][CH:29]=[CH:30][CH:31]=2)=[O:22])=[O:61])=[O:57])[CH:54]([CH3:55])[CH3:56])=[O:15])([F:16])[CH2:9]1)=[O:7])([CH3:2])([CH3:3])[CH3:4], predict the reactants needed to synthesize it. The reactants are: [C:1]([O:5][C:6]([N:8]1[CH2:12][CH2:11][C@:10]([F:16])([C:13]([OH:15])=O)[CH2:9]1)=[O:7])([CH3:4])([CH3:3])[CH3:2].[CH3:17][O:18][C@@H:19]([C@@H:37]1[CH2:41][CH2:40][CH2:39][N:38]1[C:42](=[O:61])[CH2:43][C@@H:44]([O:59][CH3:60])[C@@H:45]([N:50]([CH3:58])[C:51](=[O:57])[C@H:52]([CH:54]([CH3:56])[CH3:55])[NH2:53])[C@@H:46]([CH3:49])[CH2:47][CH3:48])[C@@H:20]([CH3:36])[C:21]([NH:23][C@H:24]([C:32]([O:34][CH3:35])=[O:33])[CH2:25][C:26]1[CH:31]=[CH:30][CH:29]=[CH:28][CH:27]=1)=[O:22].C(N(C(C)C)CC)(C)C.CN(C(ON1N=NC2C=CC=NC1=2)=[N+](C)C)C.F[P-](F)(F)(F)(F)F. (2) Given the product [Cl:39][C:36]1[CH:35]=[CH:34][C:33]([CH2:32][N:17]2[C:18]([NH:20][C:21]3[CH:26]=[CH:25][C:24]([O:27][CH:28]([CH3:30])[CH3:29])=[C:23]([F:31])[CH:22]=3)=[N:19][C:14]([O:10][CH2:9][CH2:8][O:7][CH:2]3[CH2:3][CH2:4][CH2:5][CH2:6][O:1]3)=[N:15][C:16]2=[O:40])=[CH:38][CH:37]=1, predict the reactants needed to synthesize it. The reactants are: [O:1]1[CH2:6][CH2:5][CH2:4][CH2:3][CH:2]1[O:7][CH2:8][CH2:9][OH:10].[H-].[Na+].Cl[C:14]1[N:19]=[C:18]([NH:20][C:21]2[CH:26]=[CH:25][C:24]([O:27][CH:28]([CH3:30])[CH3:29])=[C:23]([F:31])[CH:22]=2)[N:17]([CH2:32][C:33]2[CH:38]=[CH:37][C:36]([Cl:39])=[CH:35][CH:34]=2)[C:16](=[O:40])[N:15]=1.[Cl-].[NH4+]. (3) Given the product [Cl:1][C:2]1[C:7]([C:8]2[CH:13]=[CH:12][CH:11]=[CH:10][C:9]=2[O:14][CH2:15][CH3:16])=[CH:6][C:5]([O:17][CH3:18])=[C:4]([C:19]([N:21]2[C:27]3[CH:28]=[CH:29][CH:30]=[CH:31][C:26]=3[CH2:25][N:24]3[C:32]([C:35]([NH:38][CH2:39][C:40]4[CH:45]=[CH:44][CH:43]=[CH:42][N:41]=4)=[O:37])=[CH:33][CH:34]=[C:23]3[CH2:22]2)=[O:20])[CH:3]=1, predict the reactants needed to synthesize it. The reactants are: [Cl:1][C:2]1[C:7]([C:8]2[CH:13]=[CH:12][CH:11]=[CH:10][C:9]=2[O:14][CH2:15][CH3:16])=[CH:6][C:5]([O:17][CH3:18])=[C:4]([C:19]([N:21]2[C:27]3[CH:28]=[CH:29][CH:30]=[CH:31][C:26]=3[CH2:25][N:24]3[C:32]([C:35]([OH:37])=O)=[CH:33][CH:34]=[C:23]3[CH2:22]2)=[O:20])[CH:3]=1.[NH2:38][CH2:39][C:40]1[CH:45]=[CH:44][CH:43]=[CH:42][N:41]=1.